From a dataset of Catalyst prediction with 721,799 reactions and 888 catalyst types from USPTO. Predict which catalyst facilitates the given reaction. (1) Reactant: [NH2:1][C:2]1[C:11]([NH2:12])=[CH:10][C:9]([Br:13])=[CH:8][C:3]=1[C:4]([O:6][CH3:7])=[O:5].O1CCO[CH:16](O)[CH:15]1O. Product: [Br:13][C:9]1[CH:8]=[C:3]([C:4]([O:6][CH3:7])=[O:5])[C:2]2[N:1]=[CH:15][CH:16]=[N:12][C:11]=2[CH:10]=1. The catalyst class is: 8. (2) Reactant: [CH3:1][O:2][C:3]1[CH:8]=[C:7]([CH:9]=[O:10])[C:6]([O:11]COC)=[CH:5][N:4]=1.Cl.C([O-])([O-])=O.[K+].[K+]. Product: [OH:11][C:6]1[C:7]([CH:9]=[O:10])=[CH:8][C:3]([O:2][CH3:1])=[N:4][CH:5]=1. The catalyst class is: 1.